This data is from Peptide-MHC class I binding affinity with 185,985 pairs from IEDB/IMGT. The task is: Regression. Given a peptide amino acid sequence and an MHC pseudo amino acid sequence, predict their binding affinity value. This is MHC class I binding data. (1) The peptide sequence is GIFLFLMSGK. The MHC is HLA-A11:01 with pseudo-sequence HLA-A11:01. The binding affinity (normalized) is 0.417. (2) The MHC is HLA-B18:01 with pseudo-sequence HLA-B18:01. The binding affinity (normalized) is 0.0847. The peptide sequence is STGKSIKFK. (3) The binding affinity (normalized) is 1.00. The peptide sequence is KNSKFKNFR. The MHC is Mamu-B8301 with pseudo-sequence Mamu-B8301. (4) The peptide sequence is RFEAYGWQV. The MHC is HLA-A03:01 with pseudo-sequence HLA-A03:01. The binding affinity (normalized) is 0.0847. (5) The peptide sequence is KSLTTTMQFK. The MHC is HLA-A24:02 with pseudo-sequence HLA-A24:02. The binding affinity (normalized) is 0.0847. (6) The peptide sequence is APAENIVAL. The MHC is HLA-B07:02 with pseudo-sequence HLA-B07:02. The binding affinity (normalized) is 0.710.